This data is from Full USPTO retrosynthesis dataset with 1.9M reactions from patents (1976-2016). The task is: Predict the reactants needed to synthesize the given product. (1) Given the product [CH3:11][S:12]([C:2]1[CH:3]=[C:4]2[CH:5]=[CH:6][NH:7][C:8]2=[N:9][CH:10]=1)(=[O:14])=[O:13], predict the reactants needed to synthesize it. The reactants are: Br[C:2]1[CH:3]=[C:4]2[C:8](=[N:9][CH:10]=1)[NH:7][CH:6]=[CH:5]2.[CH3:11][S:12]([O-:14])=[O:13].[Na+].N1CCC[C@H]1C(O)=O.[OH-].[Na+].N. (2) Given the product [CH3:10][O:11][C:12]1[CH:17]=[CH:16][CH:15]=[CH:14][C:13]=1[C:2]1[CH:9]=[CH:8][C:5]([CH:6]=[O:7])=[CH:4][CH:3]=1, predict the reactants needed to synthesize it. The reactants are: Br[C:2]1[CH:9]=[CH:8][C:5]([CH:6]=[O:7])=[CH:4][CH:3]=1.[CH3:10][O:11][C:12]1[CH:17]=[CH:16][CH:15]=[CH:14][C:13]=1B(O)O.C([O-])([O-])=O.[Na+].[Na+]. (3) Given the product [CH:1]1([C:4]([N:6]2[CH2:10][CH2:9][C@@H:8]([CH2:11][N:12]3[C:13]4[C:18]([C:19]([F:20])([F:21])[F:22])=[CH:17][CH:16]=[CH:15][C:14]=4[N:23]=[C:37]3[C:36]3[CH:39]=[CH:40][C:33]([C:30]4[CH:31]=[C:32]5[C:27]([CH:26]=[CH:25][NH:24]5)=[CH:28][CH:29]=4)=[CH:34][CH:35]=3)[CH2:7]2)=[O:5])[CH2:3][CH2:2]1, predict the reactants needed to synthesize it. The reactants are: [CH:1]1([C:4]([N:6]2[CH2:10][CH2:9][C@@H:8]([CH2:11][NH:12][C:13]3[C:14]([NH2:23])=[CH:15][CH:16]=[CH:17][C:18]=3[C:19]([F:22])([F:21])[F:20])[CH2:7]2)=[O:5])[CH2:3][CH2:2]1.[NH:24]1[C:32]2[C:27](=[CH:28][CH:29]=[C:30]([C:33]3[CH:40]=[CH:39][C:36]([CH:37]=O)=[CH:35][CH:34]=3)[CH:31]=2)[CH:26]=[CH:25]1.